From a dataset of Peptide-MHC class II binding affinity with 134,281 pairs from IEDB. Regression. Given a peptide amino acid sequence and an MHC pseudo amino acid sequence, predict their binding affinity value. This is MHC class II binding data. The peptide sequence is SPEVIPMFSALSEGAT. The MHC is HLA-DPA10201-DPB10101 with pseudo-sequence HLA-DPA10201-DPB10101. The binding affinity (normalized) is 0.301.